Dataset: Peptide-MHC class II binding affinity with 134,281 pairs from IEDB. Task: Regression. Given a peptide amino acid sequence and an MHC pseudo amino acid sequence, predict their binding affinity value. This is MHC class II binding data. (1) The peptide sequence is EHAFYLDWAVHSFRI. The MHC is DRB1_1302 with pseudo-sequence DRB1_1302. The binding affinity (normalized) is 0.691. (2) The peptide sequence is NTFTNLAVQLVRMMEGEGV. The MHC is DRB1_0404 with pseudo-sequence DRB1_0404. The binding affinity (normalized) is 0.105.